This data is from Experimental lipophilicity measurements (octanol/water distribution) for 4,200 compounds from AstraZeneca. The task is: Regression/Classification. Given a drug SMILES string, predict its absorption, distribution, metabolism, or excretion properties. Task type varies by dataset: regression for continuous measurements (e.g., permeability, clearance, half-life) or binary classification for categorical outcomes (e.g., BBB penetration, CYP inhibition). For this dataset (lipophilicity_astrazeneca), we predict Y. (1) The compound is COc1cccc(NC(=O)CC23CC4CC(CC(C4)C2)C3)c1C. The Y is 4.21 logD. (2) The compound is CNC(=O)c1ccc(CN2CCC(c3ccc(C(=O)Nc4ccccc4N)cc3)CC2)cc1. The Y is 1.99 logD. (3) The compound is CCCCN(CCNCCc1ccc(O)c2[nH]c(=O)sc12)C(=O)CCOCCc1ccccc1. The Y is 3.00 logD. (4) The drug is Cc1ncc(-c2ccnc(Nc3ccc(C(N)=O)c(F)c3)n2)n1C(C)C. The Y is 2.80 logD. (5) The compound is COc1ccc2c(c1)[nH]c1c(C)nccc12. The Y is 2.90 logD. (6) The compound is CCn1c(=O)c2c(-c3cc(C#N)cn3C)n(Cc3ccnc4ccc(Cl)cc34)nc2n(CC2CC2)c1=O. The Y is 4.13 logD.